This data is from CYP2C9 inhibition data for predicting drug metabolism from PubChem BioAssay. The task is: Regression/Classification. Given a drug SMILES string, predict its absorption, distribution, metabolism, or excretion properties. Task type varies by dataset: regression for continuous measurements (e.g., permeability, clearance, half-life) or binary classification for categorical outcomes (e.g., BBB penetration, CYP inhibition). Dataset: cyp2c9_veith. (1) The molecule is O=C(c1ccco1)N1CCC2(CC1)CN(c1cccc(-c3ccccc3)c1)C2. The result is 0 (non-inhibitor). (2) The molecule is NS(=O)(=O)c1ccc(NS(=O)(=O)c2ccc(NC(=O)c3ccc(-c4ccccc4)cc3)cc2)cc1. The result is 1 (inhibitor). (3) The molecule is CN1CCN(c2ncc3nc(-c4cc(F)cc(F)c4)c(=O)n(CCc4ccccc4)c3n2)CC1. The result is 0 (non-inhibitor). (4) The drug is CCCC(=O)Nc1nnc(CCN2CCCCC2)s1. The result is 0 (non-inhibitor).